Task: Predict the reactants needed to synthesize the given product.. Dataset: Full USPTO retrosynthesis dataset with 1.9M reactions from patents (1976-2016) (1) Given the product [F:41][C:37]1[C:36]([CH3:42])=[C:35]([CH:40]=[CH:39][CH:38]=1)[CH2:34][C:17]1[C:18]([C:28]2[CH:29]=[CH:30][CH:31]=[CH:32][CH:33]=2)=[C:19]2[CH:24]=[CH:23][CH:22]=[N:21][N:20]2[C:16]=1[C:14]([N:11]1[CH2:12][CH2:13][NH:8][CH2:9][CH2:10]1)=[O:15], predict the reactants needed to synthesize it. The reactants are: C(OC([N:8]1[CH2:13][CH2:12][N:11]([C:14]([C:16]2[N:20]3[N:21]=[CH:22][C:23](C(O)=O)=[CH:24][C:19]3=[C:18]([C:28]3[CH:33]=[CH:32][CH:31]=[CH:30][CH:29]=3)[C:17]=2[CH2:34][C:35]2[CH:40]=[CH:39][CH:38]=[C:37]([F:41])[C:36]=2[CH3:42])=[O:15])[CH2:10][CH2:9]1)=O)(C)(C)C.N1C2C(=CC=CC=2)C=CC=1.Cl.O1CCOCC1. (2) Given the product [CH3:38][N:39]([CH3:43])[C:25]1[CH:24]=[CH:23][C:17]2[N:2]([C:30](=[O:33])[CH3:31])[C:21]3[C:20]([S:19][C:18]=2[CH:26]=1)=[CH:12][C:10]([N:6]([CH3:5])[CH3:7])=[CH:11][CH:22]=3, predict the reactants needed to synthesize it. The reactants are: C[NH:2]N.C[CH2:5][N:6]([CH:10]([CH3:12])[CH3:11])[CH:7](C)C.O.O.O.[Cl-].[CH3:17][C:18]1[SH+:19][CH:20]=[CH:21][CH:22]=[CH:23][CH:24]=[CH:25][CH:26]=1.CNN.[C:30]([O:33]C(=O)C)(=O)[CH3:31].C[CH2:38][N:39]([CH:43](C)C)C(C)C. (3) Given the product [S:16]1[C:17]2[CH:23]=[CH:22][CH:21]=[CH:20][C:18]=2[N:19]=[C:15]1[O:14][C:9]1[CH:8]=[C:7]2[C:12]([CH:13]=[C:5]([CH2:3][OH:2])[NH:6]2)=[CH:11][CH:10]=1, predict the reactants needed to synthesize it. The reactants are: C[O:2][C:3]([C:5]1[NH:6][C:7]2[C:12]([CH:13]=1)=[CH:11][CH:10]=[C:9]([O:14][C:15]1[S:16][C:17]3[CH:23]=[CH:22][CH:21]=[CH:20][C:18]=3[N:19]=1)[CH:8]=2)=O.[H-].[H-].[H-].[H-].[Li+].[Al+3].O.CCOC(C)=O. (4) Given the product [Br:14][C:4]1[C:5]([OH:12])=[C:6]([C:8](=[O:11])[CH2:9][CH3:10])[CH:7]=[C:2]([Cl:1])[C:3]=1[CH3:13], predict the reactants needed to synthesize it. The reactants are: [Cl:1][C:2]1[C:3]([CH3:13])=[CH:4][C:5]([OH:12])=[C:6]([C:8](=[O:11])[CH2:9][CH3:10])[CH:7]=1.[Br:14]N1C(=O)CCC1=O. (5) Given the product [CH3:1][O:2][C:3](=[O:29])[C@H:4]([CH2:25][CH:26]([CH3:27])[CH3:28])[NH:5][C:6](=[O:24])[C:7]1[CH:12]=[CH:11][C:10]([NH:13][CH2:36][C:33]2[CH:34]=[CH:35][N:30]=[CH:31][CH:32]=2)=[CH:9][C:8]=1[C:14]1[C:23]2[C:18](=[CH:19][CH:20]=[CH:21][CH:22]=2)[CH:17]=[CH:16][CH:15]=1, predict the reactants needed to synthesize it. The reactants are: [CH3:1][O:2][C:3](=[O:29])[C@H:4]([CH2:25][CH:26]([CH3:28])[CH3:27])[NH:5][C:6](=[O:24])[C:7]1[CH:12]=[CH:11][C:10]([NH2:13])=[CH:9][C:8]=1[C:14]1[C:23]2[C:18](=[CH:19][CH:20]=[CH:21][CH:22]=2)[CH:17]=[CH:16][CH:15]=1.[N:30]1[CH:35]=[CH:34][C:33]([CH:36]=O)=[CH:32][CH:31]=1. (6) Given the product [C:37]([O:36][C:34]([CH:33]1[CH2:41][CH2:42][NH:1]1)=[O:35])([CH3:40])([CH3:39])[CH3:38], predict the reactants needed to synthesize it. The reactants are: [NH2:1][C@H]1CC[C@H](CNC2C([N+]([O-])=O)=CN=C(NCC3C=CC=CC=3OC(F)(F)F)N=2)CC1.Br[CH:33]([CH2:41][CH2:42]Br)[C:34]([O:36][C:37]([CH3:40])([CH3:39])[CH3:38])=[O:35].CCN(C(C)C)C(C)C. (7) Given the product [F:39][C:22]([F:21])([F:38])[C:23]1[CH:24]=[C:25]([S:29]([CH:32]2[CH2:33][CH2:34][N:35]([CH2:2][CH2:3][NH:4][C:5](=[O:10])[C:6]([CH3:9])([CH3:8])[CH3:7])[CH2:36][CH2:37]2)(=[O:31])=[O:30])[CH:26]=[CH:27][CH:28]=1, predict the reactants needed to synthesize it. The reactants are: Cl[CH2:2][CH2:3][NH:4][C:5](=[O:10])[C:6]([CH3:9])([CH3:8])[CH3:7].CCN(C(C)C)C(C)C.Cl.[F:21][C:22]([F:39])([F:38])[C:23]1[CH:24]=[C:25]([S:29]([CH:32]2[CH2:37][CH2:36][NH:35][CH2:34][CH2:33]2)(=[O:31])=[O:30])[CH:26]=[CH:27][CH:28]=1.